From a dataset of Forward reaction prediction with 1.9M reactions from USPTO patents (1976-2016). Predict the product of the given reaction. Given the reactants [Cl:1][C:2]1[CH:7]=[CH:6][C:5]([C:8]2[O:9][C:10]3[C:11](=[C:13]([C:17]([OH:19])=O)[CH:14]=[CH:15][CH:16]=3)[N:12]=2)=[CH:4][CH:3]=1.Cl.Cl.[NH2:22][CH:23]1[CH2:30][CH:29]2[N:31]([CH3:32])[CH:25]([CH2:26][CH2:27][CH2:28]2)[CH2:24]1, predict the reaction product. The product is: [CH3:32][N:31]1[CH:25]2[CH2:26][CH2:27][CH2:28][CH:29]1[CH2:30][CH:23]([NH:22][C:17]([C:13]1[CH:14]=[CH:15][CH:16]=[C:10]3[O:9][C:8]([C:5]4[CH:4]=[CH:3][C:2]([Cl:1])=[CH:7][CH:6]=4)=[N:12][C:11]=13)=[O:19])[CH2:24]2.